This data is from Reaction yield outcomes from USPTO patents with 853,638 reactions. The task is: Predict the reaction yield, written as a fraction of the theoretical maximum amount of product (1.0 means a 100% yield; for example, 0.34 means a 34% yield). (1) The reactants are [F:1][C:2]1[C:3]([F:16])=[C:4]([C:13](O)=[O:14])[C:5]2[O:9][C:8]([CH3:11])([CH3:10])[CH2:7][C:6]=2[CH:12]=1.Cl.[OH-].[Na+]. No catalyst specified. The product is [F:1][C:2]1[C:3]([F:16])=[C:4]([CH2:13][OH:14])[C:5]2[O:9][C:8]([CH3:11])([CH3:10])[CH2:7][C:6]=2[CH:12]=1. The yield is 0.570. (2) The reactants are [CH2:1]([O:5][C:6]1[C:7]([O:19][CH3:20])=[CH:8][CH:9]=[C:10]2[C:15]=1[NH:14][C:13](=[O:16])[C:12]([CH2:17][NH2:18])=[CH:11]2)[CH2:2][CH2:3][CH3:4].[F:21][C:22]1[CH:27]=[CH:26][C:25]([N:28]=[C:29]=[O:30])=[CH:24][CH:23]=1.CO.C(N(CC)CC)C. The catalyst is C(Cl)(Cl)Cl. The product is [CH2:1]([O:5][C:6]1[C:7]([O:19][CH3:20])=[CH:8][CH:9]=[C:10]2[C:15]=1[NH:14][C:13](=[O:16])[C:12]([CH2:17][NH:18][C:29]([NH:28][C:25]1[CH:26]=[CH:27][C:22]([F:21])=[CH:23][CH:24]=1)=[O:30])=[CH:11]2)[CH2:2][CH2:3][CH3:4]. The yield is 0.860. (3) The reactants are [O:1]1[CH2:7][CH:2]1[C:3]([O:5][CH3:6])=[O:4].[I-].[K+].[C:10](=[O:12])=[O:11]. The catalyst is [Br-].C([N+](CCCC)(CCCC)CCCC)CCC.COC(C)(C)C. The product is [CH3:6][O:5][C:3]([CH:2]1[CH2:7][O:1][C:10](=[O:11])[O:12]1)=[O:4]. The yield is 0.790.